This data is from Forward reaction prediction with 1.9M reactions from USPTO patents (1976-2016). The task is: Predict the product of the given reaction. (1) Given the reactants Br[CH2:2][C:3]1[CH:4]=[CH:5][C:6]2[N:7]=[C:8]([Cl:19])[N:9]=[C:10]([N:13]3[CH2:18][CH2:17][O:16][CH2:15][CH2:14]3)[C:11]=2[N:12]=1.[O:20]1[CH2:25][CH2:24][CH:23]([CH:26]2[CH2:29][NH:28][CH2:27]2)[CH2:22][CH2:21]1, predict the reaction product. The product is: [Cl:19][C:8]1[N:9]=[C:10]([N:13]2[CH2:18][CH2:17][O:16][CH2:15][CH2:14]2)[C:11]2[N:12]=[C:3]([CH2:2][N:28]3[CH2:29][CH:26]([CH:23]4[CH2:24][CH2:25][O:20][CH2:21][CH2:22]4)[CH2:27]3)[CH:4]=[CH:5][C:6]=2[N:7]=1. (2) Given the reactants [C:1]([NH2:9])(=[O:8])[C:2]1[CH:7]=[CH:6][CH:5]=[CH:4][CH:3]=1.[CH3:10][C:11]([CH3:21])([CH2:14][C:15]1[CH:20]=[CH:19][CH:18]=[CH:17][CH:16]=1)[CH:12]=O.[NH:22]1[C:26]2[CH:27]=[CH:28][CH:29]=[CH:30][C:25]=2[N:24]=[N:23]1, predict the reaction product. The product is: [N:22]1([CH:12]([NH:9][C:1](=[O:8])[C:2]2[CH:7]=[CH:6][CH:5]=[CH:4][CH:3]=2)[C:11]([CH3:21])([CH3:10])[CH2:14][C:15]2[CH:20]=[CH:19][CH:18]=[CH:17][CH:16]=2)[C:26]2[CH:27]=[CH:28][CH:29]=[CH:30][C:25]=2[N:24]=[N:23]1. (3) Given the reactants [C:1]([C:3]1[CH:8]=[CH:7][C:6]([NH:9][CH:10]([C:15]2[CH:20]=[C:19](O)[CH:18]=[C:17]([O:22][CH2:23][CH3:24])[CH:16]=2)[C:11]([O:13][CH3:14])=[O:12])=[CH:5][CH:4]=1)#[N:2].C([C:27]1[CH:32]=[CH:31][C:30]([NH:33]C(C2C=C(OS(C(F)(F)F)(=O)=O)C=C(OCC)C=2)C(OC)=O)=[CH:29][CH:28]=1)#N.NC1C=C(B(O)O)C=CC=1, predict the reaction product. The product is: [NH2:33][C:30]1[CH:29]=[C:28]([C:19]2[CH:18]=[C:17]([O:22][CH2:23][CH3:24])[CH:16]=[C:15]([CH:10]([NH:9][C:6]3[CH:5]=[CH:4][C:3]([C:1]#[N:2])=[CH:8][CH:7]=3)[C:11]([O:13][CH3:14])=[O:12])[CH:20]=2)[CH:27]=[CH:32][CH:31]=1. (4) The product is: [Cl:1][C:2]1[CH:17]=[CH:16][C:5]([CH2:6][CH2:7][O:8][C:9]2[N:10]=[N:11][C:12]([C:23]3[CH:22]=[CH:21][C:20]([NH2:19])=[CH:25][CH:24]=3)=[CH:13][CH:14]=2)=[CH:4][CH:3]=1. Given the reactants [Cl:1][C:2]1[CH:17]=[CH:16][C:5]([CH2:6][CH2:7][O:8][C:9]2[N:10]=[N:11][C:12](I)=[CH:13][CH:14]=2)=[CH:4][CH:3]=1.Cl.[NH2:19][C:20]1[CH:21]=[C:22](B(O)O)[CH:23]=[CH:24][CH:25]=1.C(=O)([O-])[O-].[Na+].[Na+], predict the reaction product. (5) The product is: [Cl:58][C:57]1[C:52]([NH:23][C@H:24]2[CH2:25][CH2:26][C@H:27]([NH:30][CH2:31][C@H:32]([OH:37])[C:33]([F:34])([F:35])[F:36])[CH2:28][CH2:29]2)([C:50]2[C:49]([Cl:69])=[CH:48][N:47]=[CH:46][CH:51]=2)[NH:53][C:54]([NH:59][CH2:60][CH:61]2[CH2:66][CH2:65][O:64][C:63]([CH3:68])([CH3:67])[CH2:62]2)=[CH:55][CH:56]=1. Given the reactants ClC1C(C2C(Cl)=CN=C([NH:23][C@H:24]3[CH2:29][CH2:28][C@H:27]([NH:30][CH2:31][C@H:32]([OH:37])[C:33]([F:36])([F:35])[F:34])[CH2:26][CH2:25]3)C=2)=NC(NCC2CCOCC2)=CC=1.N[C@H]1CC[C@H](N[C:46]2[CH:51]=[C:50]([C:52]3[C:57]([Cl:58])=[CH:56][CH:55]=[C:54]([NH:59][CH2:60][CH:61]4[CH2:66][CH2:65][O:64][C:63]([CH3:68])([CH3:67])[CH2:62]4)[N:53]=3)[C:49]([Cl:69])=[CH:48][N:47]=2)CC1.FC(F)(F)[C@H]1OC1, predict the reaction product.